From a dataset of Forward reaction prediction with 1.9M reactions from USPTO patents (1976-2016). Predict the product of the given reaction. (1) Given the reactants Cl.[O:2]=[C:3]1[NH:12][C:11]2[N:10]=[CH:9][C:8](/[CH:13]=[CH:14]/[C:15]([OH:17])=O)=[CH:7][C:6]=2[CH2:5][CH2:4]1.Cl.[NH:19]1[CH2:22][CH:21]([O:23][CH2:24][C:25]2[S:26][CH:27]=[CH:28][N:29]=2)[CH2:20]1.CCN(C(C)C)C(C)C.CCN=C=NCCCN(C)C, predict the reaction product. The product is: [O:17]=[C:15]([N:19]1[CH2:22][CH:21]([O:23][CH2:24][C:25]2[S:26][CH:27]=[CH:28][N:29]=2)[CH2:20]1)/[CH:14]=[CH:13]/[C:8]1[CH:7]=[C:6]2[C:11](=[N:10][CH:9]=1)[NH:12][C:3](=[O:2])[CH2:4][CH2:5]2. (2) The product is: [CH3:1][O:2][C:3]1[CH:8]=[CH:7][C:6]([NH:9][C:10]2[C:19]3[C:14](=[CH:15][CH:16]=[C:17]([C:20](=[O:23])[NH:21][CH3:22])[CH:18]=3)[N:13]=[CH:12][C:11]=2[C:24]([O:26][CH2:37][O:38][C:39](=[O:41])[CH3:40])=[O:25])=[CH:5][CH:4]=1. Given the reactants [CH3:1][O:2][C:3]1[CH:8]=[CH:7][C:6]([NH:9][C:10]2[C:19]3[C:14](=[CH:15][CH:16]=[C:17]([C:20](=[O:23])[NH:21][CH3:22])[CH:18]=3)[N:13]=[CH:12][C:11]=2[C:24]([OH:26])=[O:25])=[CH:5][CH:4]=1.C(N(CC)C(C)C)(C)C.Cl[CH2:37][O:38][C:39](=[O:41])[CH3:40], predict the reaction product. (3) Given the reactants C(Cl)(=O)C(Cl)=O.[F:7][C:8]1[CH:13]=[CH:12][C:11]([C:14]2[C:15]([C:27]3[CH:32]=[CH:31][CH:30]=[CH:29][CH:28]=3)=[C:16]([C:24]([OH:26])=O)[N:17]([CH:21]([CH3:23])[CH3:22])[C:18]=2[CH:19]=[O:20])=[CH:10][CH:9]=1.C(=O)([O-])[O-].[Na+].[Na+].[NH2:39][C:40]1[CH:41]=[C:42]([CH:48]=[CH:49][CH:50]=1)[C:43]([N:45]([CH3:47])[CH3:46])=[O:44], predict the reaction product. The product is: [CH3:46][N:45]([CH3:47])[C:43]([C:42]1[CH:41]=[C:40]([NH:39][C:24]([C:16]2[N:17]([CH:21]([CH3:22])[CH3:23])[C:18]([CH:19]=[O:20])=[C:14]([C:11]3[CH:12]=[CH:13][C:8]([F:7])=[CH:9][CH:10]=3)[C:15]=2[C:27]2[CH:32]=[CH:31][CH:30]=[CH:29][CH:28]=2)=[O:26])[CH:50]=[CH:49][CH:48]=1)=[O:44].